This data is from Reaction yield outcomes from USPTO patents with 853,638 reactions. The task is: Predict the reaction yield, written as a fraction of the theoretical maximum amount of product (1.0 means a 100% yield; for example, 0.34 means a 34% yield). (1) The yield is 0.660. The reactants are CC1C=CC(S(O[CH2:12][C@@H:13]2[CH2:17][O:16][C:15]([CH3:19])([CH3:18])[O:14]2)(=O)=O)=CC=1.[C:20]([C:24]1[NH:25][C:26]2[C:31]([CH:32]=1)=[CH:30][C:29]([N+:33]([O-:35])=[O:34])=[CH:28][CH:27]=2)([CH3:23])([CH3:22])[CH3:21].C([O-])([O-])=O.[Cs+].[Cs+]. The product is [C:20]([C:24]1[N:25]([CH2:12][C@@H:13]2[CH2:17][O:16][C:15]([CH3:18])([CH3:19])[O:14]2)[C:26]2[C:31]([CH:32]=1)=[CH:30][C:29]([N+:33]([O-:35])=[O:34])=[CH:28][CH:27]=2)([CH3:23])([CH3:21])[CH3:22]. The catalyst is CN(C=O)C. (2) The reactants are [NH2:1][C:2]1[N:11]=[CH:10][C:9]2[CH:8]=[CH:7][C:6]3[C:12]([C:16]([NH2:18])=[O:17])=[N:13][N:14]([CH3:15])[C:5]=3[C:4]=2[N:3]=1.N1C=CC=CC=1.[C:25]1([CH2:31][C:32](Cl)=[O:33])[CH:30]=[CH:29][CH:28]=[CH:27][CH:26]=1. The catalyst is O1CCCC1. The product is [CH3:15][N:14]1[C:5]2[C:4]3[N:3]=[C:2]([NH:1][C:32](=[O:33])[CH2:31][C:25]4[CH:30]=[CH:29][CH:28]=[CH:27][CH:26]=4)[N:11]=[CH:10][C:9]=3[CH:8]=[CH:7][C:6]=2[C:12]([C:16]([NH2:18])=[O:17])=[N:13]1. The yield is 0.600. (3) The reactants are [H-].[Na+].[I:3][C:4]1[CH:9]=[CH:8][C:7]([O:10][CH3:11])=[CH:6][C:5]=1[SH:12].Br[C:14]1[N:15]([CH2:24][CH2:25][CH:26]=[C:27]([CH3:29])[CH3:28])[C:16]2[C:21]([N:22]=1)=[C:20]([NH2:23])[N:19]=[CH:18][N:17]=2. The catalyst is CN(C=O)C. The product is [I:3][C:4]1[CH:9]=[CH:8][C:7]([O:10][CH3:11])=[CH:6][C:5]=1[S:12][C:14]1[N:15]([CH2:24][CH2:25][CH:26]=[C:27]([CH3:29])[CH3:28])[C:16]2[C:21]([N:22]=1)=[C:20]([NH2:23])[N:19]=[CH:18][N:17]=2. The yield is 0.580. (4) The reactants are [OH:1][CH2:2][C:3]1[CH:13]=[CH:12][C:6]([O:7][CH2:8][CH:9]([OH:11])[CH3:10])=[CH:5][CH:4]=1.[C:14]([N:18]1[C:23](=[O:24])[C:22]([Cl:25])=[C:21](O)[CH:20]=[N:19]1)([CH3:17])([CH3:16])[CH3:15].C1C=CC(P(C2C=CC=CC=2)C2C=CC=CC=2)=CC=1.CC(OC(/N=N/C(OC(C)C)=O)=O)C. The catalyst is C1COCC1.O. The product is [C:14]([N:18]1[C:23](=[O:24])[C:22]([Cl:25])=[C:21]([O:1][CH2:2][C:3]2[CH:4]=[CH:5][C:6]([O:7][CH2:8][CH:9]([OH:11])[CH3:10])=[CH:12][CH:13]=2)[CH:20]=[N:19]1)([CH3:17])([CH3:15])[CH3:16]. The yield is 0.510. (5) The reactants are Cl[C:2]([O:4][CH3:5])=[O:3].[Cl:6][C:7]1[CH:12]=[C:11]([F:13])[CH:10]=[CH:9][C:8]=1[OH:14].[OH-].[Na+]. The catalyst is O. The product is [C:2](=[O:3])([O:4][CH3:5])[O:14][C:8]1[CH:9]=[CH:10][C:11]([F:13])=[CH:12][C:7]=1[Cl:6]. The yield is 0.790. (6) The reactants are [CH3:1][O:2][C:3](=[O:36])[C@@H:4]([NH:14][C:15]([C:17]1[C:18]([CH3:35])=[N:19][C:20]([NH:24][CH2:25][CH2:26][CH2:27][C:28]2[CH:33]=[CH:32][CH:31]=[C:30]([OH:34])[CH:29]=2)=[N:21][C:22]=1[CH3:23])=[O:16])[CH2:5][NH:6]C(OC(C)(C)C)=O.[ClH:37]. The catalyst is CO.O1CCOCC1. The product is [ClH:37].[CH3:1][O:2][C:3](=[O:36])[C@@H:4]([NH:14][C:15]([C:17]1[C:18]([CH3:35])=[N:19][C:20]([NH:24][CH2:25][CH2:26][CH2:27][C:28]2[CH:33]=[CH:32][CH:31]=[C:30]([OH:34])[CH:29]=2)=[N:21][C:22]=1[CH3:23])=[O:16])[CH2:5][NH2:6]. The yield is 0.930.